Dataset: Full USPTO retrosynthesis dataset with 1.9M reactions from patents (1976-2016). Task: Predict the reactants needed to synthesize the given product. (1) Given the product [N:24]1[NH:31][N:32]=[N:33][C:23]=1[CH2:22][N:14]1[C:15]2[C:20](=[CH:19][C:18]([F:21])=[CH:17][CH:16]=2)[C:12]([C:7]2[CH:8]=[CH:9][C:10](=[O:11])[N:5]([CH2:4][C:3]3[CH:26]=[CH:27][CH:28]=[C:29]([F:30])[C:2]=3[F:1])[CH:6]=2)=[C:13]1[CH3:25], predict the reactants needed to synthesize it. The reactants are: [F:1][C:2]1[C:29]([F:30])=[CH:28][CH:27]=[CH:26][C:3]=1[CH2:4][N:5]1[C:10](=[O:11])[CH:9]=[CH:8][C:7]([C:12]2[C:20]3[C:15](=[CH:16][CH:17]=[C:18]([F:21])[CH:19]=3)[N:14]([CH2:22][C:23]#[N:24])[C:13]=2[CH3:25])=[CH:6]1.[N-:31]=[N+:32]=[N-:33].[Na+].[Cl-].[NH4+]. (2) Given the product [CH3:12][CH2:11]/[CH:10]=[CH:9]\[CH2:8][C@@H:7]1[C:6](=[O:39])[CH2:5][CH2:4][C@@H:3]1[CH2:2][C:1]([OH:20])=[O:19], predict the reactants needed to synthesize it. The reactants are: [C:1]([OH:20])(=[O:19])[CH2:2][CH2:3][CH2:4][CH2:5][CH2:6][CH2:7][CH2:8]/[CH:9]=[CH:10]\[CH2:11]/[CH:12]=C\CCCCC.CC/C=C\C/C=C\C/C=C\CCCCCCCC(O)=[O:39].CC/C=C\C/C=C\C/C=C\CCCCCCCC(OO)=O.C1OC1=C.CC/C=C\C[C@@H]1C(=O)C=C[C@@H]1CCCCCCCC(O)=O. (3) Given the product [Cl:1][C:2]1[CH:7]=[CH:6][C:5]([C:8]2[CH:13]=[C:12]([CH:14]([F:15])[F:16])[N:11]3[N:17]=[CH:18][C:19]([C:20]#[C:21][C:24]4[S:28][C:27]([S:29]([N:32]5[CH2:37][CH2:36][N:35]([CH3:38])[CH2:34][CH2:33]5)(=[O:30])=[O:31])=[CH:26][CH:25]=4)=[C:10]3[N:9]=2)=[CH:4][C:3]=1[CH3:22], predict the reactants needed to synthesize it. The reactants are: [Cl:1][C:2]1[CH:7]=[CH:6][C:5]([C:8]2[CH:13]=[C:12]([CH:14]([F:16])[F:15])[N:11]3[N:17]=[CH:18][C:19]([C:20]#[CH:21])=[C:10]3[N:9]=2)=[CH:4][C:3]=1[CH3:22].Br[C:24]1[S:28][C:27]([S:29]([N:32]2[CH2:37][CH2:36][N:35]([CH3:38])[CH2:34][CH2:33]2)(=[O:31])=[O:30])=[CH:26][CH:25]=1. (4) Given the product [Br:29][C:26]1[CH:27]=[C:28]2[C:23]([CH:22]=[CH:21][N:20]2[S:17]([C:15]2[CH:14]=[CH:13][C:12]([O:30][CH3:31])=[C:11]([N:8]3[CH2:7][CH2:6][NH:5][CH2:10][CH2:9]3)[CH:16]=2)(=[O:19])=[O:18])=[CH:24][CH:25]=1, predict the reactants needed to synthesize it. The reactants are: ClC(Cl)(Cl)C([N:5]1[CH2:10][CH2:9][N:8]([C:11]2[CH:16]=[C:15]([S:17]([N:20]3[C:28]4[C:23](=[CH:24][CH:25]=[C:26]([Br:29])[CH:27]=4)[CH:22]=[CH:21]3)(=[O:19])=[O:18])[CH:14]=[CH:13][C:12]=2[O:30][CH3:31])[CH2:7][CH2:6]1)=O.[OH-].[K+]. (5) Given the product [NH:31]1[C:39]2[C:34](=[C:35]([C:2]3[N:11]=[CH:10][C:9]4[N:8]([CH2:12][CH2:13][CH:14]([NH:19][C:20](=[O:26])[O:21][C:22]([CH3:25])([CH3:24])[CH3:23])[C:15]([CH3:18])([CH3:17])[CH3:16])[CH2:7][C@@H:6]5[CH2:27][O:28][CH2:29][CH2:30][N:5]5[C:4]=4[N:3]=3)[CH:36]=[CH:37][CH:38]=2)[CH:33]=[CH:32]1, predict the reactants needed to synthesize it. The reactants are: Cl[C:2]1[N:11]=[CH:10][C:9]2[N:8]([CH2:12][CH2:13][CH:14]([NH:19][C:20](=[O:26])[O:21][C:22]([CH3:25])([CH3:24])[CH3:23])[C:15]([CH3:18])([CH3:17])[CH3:16])[CH2:7][C@@H:6]3[CH2:27][O:28][CH2:29][CH2:30][N:5]3[C:4]=2[N:3]=1.[NH:31]1[C:39]2[C:34](=[C:35](B(O)O)[CH:36]=[CH:37][CH:38]=2)[CH:33]=[CH:32]1. (6) Given the product [Cl:38][C:29]1[CH:28]=[N:27][CH:26]=[C:25]([Cl:24])[C:30]=1[C:31]1[C:32](=[O:34])[N:22]([CH3:23])[C:3]2[N:4]=[C:5]([NH:8][C:9]3[CH:10]=[CH:11][C:12]([C:15]([N:17]([CH2:18][CH3:19])[CH2:20][CH3:21])=[O:16])=[CH:13][CH:14]=3)[N:6]=[CH:7][C:2]=2[N:1]=1, predict the reactants needed to synthesize it. The reactants are: [NH2:1][C:2]1[C:3]([NH:22][CH3:23])=[N:4][C:5]([NH:8][C:9]2[CH:14]=[CH:13][C:12]([C:15]([N:17]([CH2:20][CH3:21])[CH2:18][CH3:19])=[O:16])=[CH:11][CH:10]=2)=[N:6][CH:7]=1.[Cl:24][C:25]1[CH:26]=[N:27][CH:28]=[C:29]([Cl:38])[C:30]=1[C:31](=O)[C:32]([O:34]CC)=O.CC(O)=O. (7) Given the product [NH2:36][C:37]1[C:42]([C:43]#[N:44])=[C:41]([C:2]2[CH:7]=[CH:6][CH:5]=[CH:4][CH:3]=2)[C:40]([C:45]#[N:46])=[C:39]([O:34][CH2:33][CH:31]([OH:32])[CH2:30][OH:29])[N:38]=1, predict the reactants needed to synthesize it. The reactants are: N[C:2]1[CH:7]=[CH:6][CH:5]=[C:4](OCC2COC(C)(C)O2)[C:3]=1C1C(C#N)=CC(C#N)=CN=1.CC1(C)[O:32][CH:31]([CH2:33][OH:34])[CH2:30][O:29]1.[NH2:36][C:37]1[C:42]([C:43]#[N:44])=[CH:41][C:40]([C:45]#[N:46])=[C:39](Cl)[N:38]=1.Cl. (8) Given the product [NH2:8][C:9]1[CH:10]=[C:11]([CH:16]=[C:17]([C:19]([CH3:22])([CH3:21])[CH3:20])[CH:18]=1)[C:12]([O:14][CH2:15][CH3:23])=[O:13], predict the reactants needed to synthesize it. The reactants are: C(OC([NH:8][C:9]1[CH:10]=[C:11]([CH:16]=[C:17]([C:19]([CH3:22])([CH3:21])[CH3:20])[CH:18]=1)[C:12]([O:14][CH3:15])=[O:13])=O)(C)(C)C.[C:23](O)(C(F)(F)F)=O. (9) Given the product [Cl:3][C:4]1[C:12]2[C:7](=[CH:8][CH:9]=[C:10]3[O:17][CH2:16][CH2:15][N:14]=[C:13]([CH3:18])[C:11]3=2)[N:6]([S:25]([C:19]2[CH:24]=[CH:23][CH:22]=[CH:21][CH:20]=2)(=[O:27])=[O:26])[CH:5]=1, predict the reactants needed to synthesize it. The reactants are: [H-].[Na+].[Cl:3][C:4]1[C:12]2[C:7](=[CH:8][CH:9]=[C:10]3[O:17][CH2:16][CH2:15][N:14]=[C:13]([CH3:18])[C:11]3=2)[NH:6][CH:5]=1.[C:19]1([S:25](Cl)(=[O:27])=[O:26])[CH:24]=[CH:23][CH:22]=[CH:21][CH:20]=1.O. (10) Given the product [OH:33][C:29]1[CH:28]=[C:27]([C:5]2[N:6]=[C:7]3[C:2]([NH:1][C:65](=[O:69])[N:8]3[C:9]3[CH:17]=[CH:16][CH:15]=[C:14]4[C:10]=3[CH:11]=[CH:12][NH:13]4)=[C:3]([C:34]([NH2:36])=[O:35])[N:4]=2)[CH:32]=[CH:31][CH:30]=1, predict the reactants needed to synthesize it. The reactants are: [NH2:1][C:2]1[C:3]([C:34]([NH2:36])=[O:35])=[N:4][C:5]([C:27]2[CH:32]=[CH:31][CH:30]=[C:29]([OH:33])[CH:28]=2)=[N:6][C:7]=1[NH:8][C:9]1[CH:17]=[CH:16][CH:15]=[C:14]2[C:10]=1[CH:11]=[CH:12][N:13]2S(C1C=CC=CC=1)(=O)=O.NC1C(C(OC)=O)=NC(C2C=CC=[C:65]([OH:69])C=2)=NC=1NC1C=CC=C2C=1C=CN2S(C1C=CC=CC=1)(=O)=O.